The task is: Predict hERG channel inhibition at various concentrations.. This data is from hERG Central: cardiac toxicity at 1µM, 10µM, and general inhibition. The molecule is O=C(C1CCN(Cc2ccc(F)cc2)CC1)N1CCN(C/C=C/c2ccccc2)CC1.O=C(O)C(=O)O. Results: hERG_inhib (hERG inhibition (general)): blocker.